From a dataset of Peptide-MHC class I binding affinity with 185,985 pairs from IEDB/IMGT. Regression. Given a peptide amino acid sequence and an MHC pseudo amino acid sequence, predict their binding affinity value. This is MHC class I binding data. (1) The peptide sequence is SAMEYLGKK. The MHC is HLA-A11:01 with pseudo-sequence HLA-A11:01. The binding affinity (normalized) is 0.857. (2) The peptide sequence is DGAEGINPY. The MHC is HLA-A25:01 with pseudo-sequence HLA-A25:01. The binding affinity (normalized) is 0.0847. (3) The peptide sequence is MTACGRIVV. The MHC is HLA-B51:01 with pseudo-sequence HLA-B51:01. The binding affinity (normalized) is 0.213. (4) The peptide sequence is SSNPVMSRF. The binding affinity (normalized) is 0.0847. The MHC is HLA-B48:01 with pseudo-sequence HLA-B48:01. (5) The peptide sequence is RPALVFDITK. The MHC is HLA-B44:02 with pseudo-sequence HLA-B44:02. The binding affinity (normalized) is 0. (6) The peptide sequence is DHQAAFQYI. The MHC is HLA-A01:01 with pseudo-sequence HLA-A01:01. The binding affinity (normalized) is 0. (7) The peptide sequence is IGKMNKHYK. The MHC is HLA-B18:01 with pseudo-sequence HLA-B18:01. The binding affinity (normalized) is 0.0847. (8) The peptide sequence is ASLTLTAQSR. The MHC is Mamu-B8301 with pseudo-sequence Mamu-B8301. The binding affinity (normalized) is 0.462.